Dataset: Reaction yield outcomes from USPTO patents with 853,638 reactions. Task: Predict the reaction yield, written as a fraction of the theoretical maximum amount of product (1.0 means a 100% yield; for example, 0.34 means a 34% yield). (1) The reactants are [S:1]1[CH:5]=[CH:4][C:3]2[S:6][CH:7]=[CH:8][C:2]1=2.C([Li])CCC.Br[CH2:15][CH2:16][CH2:17][CH2:18][CH2:19][CH2:20][O:21][CH2:22][C:23]1([CH2:27][CH3:28])[CH2:26][O:25][CH2:24]1. The catalyst is C1COCC1. The product is [CH2:27]([C:23]1([CH2:22][O:21][CH2:20][CH2:19][CH2:18][CH2:17][CH2:16][CH2:15][C:5]2[S:1][C:2]3[CH:8]=[CH:7][S:6][C:3]=3[CH:4]=2)[CH2:24][O:25][CH2:26]1)[CH3:28]. The yield is 0.770. (2) The reactants are [F-].C([N+](CCCC)(CCCC)CCCC)CCC.[CH2:19]([S:21][C:22]1[CH:28]=[CH:27][C:26]([C:29]#[C:30][Si](C)(C)C)=[CH:25][C:23]=1[NH2:24])[CH3:20]. The catalyst is C1COCC1. The product is [CH2:19]([S:21][C:22]1[CH:28]=[CH:27][C:26]([C:29]#[CH:30])=[CH:25][C:23]=1[NH2:24])[CH3:20]. The yield is 0.420. (3) The reactants are [CH:1]1([C@@:6]([OH:16])([C:10]2[CH:15]=[CH:14][CH:13]=[CH:12][CH:11]=2)[C:7]([OH:9])=[O:8])[CH2:5][CH2:4][CH2:3][CH2:2]1.[CH2:17]([N:19]1[CH2:23][CH2:22][CH:21](O)[CH2:20]1)[CH3:18].O. The catalyst is CN(C=O)C. The product is [CH2:17]([N:19]1[CH2:23][CH2:22][CH:21]([O:8][C:7](=[O:9])[C@:6]([CH:1]2[CH2:5][CH2:4][CH2:3][CH2:2]2)([OH:16])[C:10]2[CH:11]=[CH:12][CH:13]=[CH:14][CH:15]=2)[CH2:20]1)[CH3:18]. The yield is 0.650. (4) The product is [N:14]([CH2:2][C:3]1[CH:4]=[CH:5][C:6]([F:13])=[C:7]([CH:12]=1)[C:8]([O:10][CH3:11])=[O:9])=[N+:15]=[N-:16]. The catalyst is CN(C=O)C.CCOC(C)=O. The reactants are Br[CH2:2][C:3]1[CH:4]=[CH:5][C:6]([F:13])=[C:7]([CH:12]=1)[C:8]([O:10][CH3:11])=[O:9].[N-:14]=[N+:15]=[N-:16].[Na+]. The yield is 0.980. (5) The reactants are [CH3:1][O:2][C:3]1[CH:4]=[C:5]2[C:10](=[C:11]([N:13]3[CH2:19][CH2:18][CH2:17][N:16]([CH3:20])[CH2:15][CH2:14]3)[CH:12]=1)[NH:9][C:8]([C:21]([OH:23])=O)=[CH:7][C:6]2=[O:24].C(N(C(C)C)CC)(C)C.CN(C(ON1N=NC2C=CC=CC1=2)=[N+](C)C)C.[B-](F)(F)(F)F.C1C=CC2N(O)N=NC=2C=1.[O:66]1[CH2:71][CH2:70][N:69]([C:72]2[CH:78]=[CH:77][C:75]([NH2:76])=[CH:74][CH:73]=2)[CH2:68][CH2:67]1. The catalyst is CN(C)C=O.CO. The product is [N:69]1([C:72]2[CH:73]=[CH:74][C:75]([NH:76][C:21]([C:8]3[NH:9][C:10]4[C:5]([C:6](=[O:24])[CH:7]=3)=[CH:4][C:3]([O:2][CH3:1])=[CH:12][C:11]=4[N:13]3[CH2:19][CH2:18][CH2:17][N:16]([CH3:20])[CH2:15][CH2:14]3)=[O:23])=[CH:77][CH:78]=2)[CH2:68][CH2:67][O:66][CH2:71][CH2:70]1. The yield is 0.690. (6) The reactants are [C:1]12([C:11]3[CH:27]=[CH:26][C:14]([O:15][CH2:16][C:17]([N:19]4[CH2:24][CH2:23][N:22]([CH3:25])[CH2:21][CH2:20]4)=[O:18])=[CH:13][CH:12]=3)[CH2:10][CH:5]3[CH2:6][CH:7]([CH2:9][CH:3]([CH2:4]3)[CH2:2]1)[CH2:8]2.[F:28][C:29]([F:34])([F:33])[C:30]([OH:32])=[O:31]. No catalyst specified. The product is [F:28][C:29]([F:34])([F:33])[C:30]([O-:32])=[O:31].[C:1]12([C:11]3[CH:27]=[CH:26][C:14]([O:15][CH2:16][C:17]([N:19]4[CH2:24][CH2:23][NH+:22]([CH3:25])[CH2:21][CH2:20]4)=[O:18])=[CH:13][CH:12]=3)[CH2:10][CH:5]3[CH2:6][CH:7]([CH2:9][CH:3]([CH2:4]3)[CH2:2]1)[CH2:8]2. The yield is 0.930. (7) The reactants are [CH3:1][N:2]1[C:6]([C:7]2[S:11][C:10]([C:12]([OH:14])=O)=[CH:9][CH:8]=2)=[CH:5][CH:4]=[N:3]1.C1CN([P+](Br)(N2CCCC2)N2CCCC2)CC1.F[P-](F)(F)(F)(F)F.C(N(C(C)C)CC)(C)C.Cl.[NH2:49][C@@H:50]([CH2:63][C:64]1[CH:69]=[CH:68][CH:67]=[CH:66][C:65]=1[C:70]([F:73])([F:72])[F:71])[CH2:51][N:52]1[C:60](=[O:61])[C:59]2[C:54](=[CH:55][CH:56]=[CH:57][CH:58]=2)[C:53]1=[O:62]. The catalyst is C(Cl)Cl. The product is [O:61]=[C:60]1[C:59]2[C:54](=[CH:55][CH:56]=[CH:57][CH:58]=2)[C:53](=[O:62])[N:52]1[CH2:51][C@@H:50]([NH:49][C:12]([C:10]1[S:11][C:7]([C:6]2[N:2]([CH3:1])[N:3]=[CH:4][CH:5]=2)=[CH:8][CH:9]=1)=[O:14])[CH2:63][C:64]1[CH:69]=[CH:68][CH:67]=[CH:66][C:65]=1[C:70]([F:72])([F:71])[F:73]. The yield is 0.280. (8) The reactants are [CH3:1][O:2][C:3]([C:5]1[CH:10]=[CH:9][C:8]([N:11]2[C:15]([S:16][CH2:17][CH2:18][CH3:19])=[C:14]([C:20]([OH:22])=O)[CH:13]=[N:12]2)=[CH:7][CH:6]=1)=[O:4].[CH3:23][NH:24][CH:25]1[CH2:30][CH2:29][CH2:28][CH2:27][CH2:26]1.C1C=CC2N(O)N=NC=2C=1.CCN(C(C)C)C(C)C.CCN=C=NCCCN(C)C. The catalyst is CN(C=O)C.C(OCC)(=O)C. The product is [CH:25]1([N:24]([CH3:23])[C:20]([C:14]2[CH:13]=[N:12][N:11]([C:8]3[CH:7]=[CH:6][C:5]([C:3]([O:2][CH3:1])=[O:4])=[CH:10][CH:9]=3)[C:15]=2[S:16][CH2:17][CH2:18][CH3:19])=[O:22])[CH2:30][CH2:29][CH2:28][CH2:27][CH2:26]1. The yield is 0.780.